Task: Predict which catalyst facilitates the given reaction.. Dataset: Catalyst prediction with 721,799 reactions and 888 catalyst types from USPTO (1) Reactant: [NH:1]1[CH2:6][CH2:5][CH:4]([N:7]2[CH:11]=[C:10]([NH:12][C:13](=[O:30])[CH:14]([NH:18][C:19](=[O:29])[CH2:20][C:21]3[CH:26]=[C:25]([F:27])[CH:24]=[C:23]([F:28])[CH:22]=3)[CH2:15][CH2:16][CH3:17])[N:9]=[CH:8]2)[CH2:3][CH2:2]1.C(N(CC)CC)C.[C:38](Cl)(=[O:40])[CH3:39]. Product: [C:38]([N:1]1[CH2:6][CH2:5][CH:4]([N:7]2[CH:11]=[C:10]([NH:12][C:13](=[O:30])[CH:14]([NH:18][C:19](=[O:29])[CH2:20][C:21]3[CH:26]=[C:25]([F:27])[CH:24]=[C:23]([F:28])[CH:22]=3)[CH2:15][CH2:16][CH3:17])[N:9]=[CH:8]2)[CH2:3][CH2:2]1)(=[O:40])[CH3:39]. The catalyst class is: 2. (2) Reactant: CC1C=CC(S(O)(=O)=O)=CC=1.[C:12]([Si:16]([O:19][C:20]1[CH:25]=[CH:24][C:23]([C:26]([CH3:30])=[C:27]([CH3:29])[CH3:28])=[CH:22][CH:21]=1)([CH3:18])[CH3:17])([CH3:15])([CH3:14])[CH3:13]. Product: [C:12]([Si:16]([O:19][C:20]1[CH:25]=[CH:24][C:23]([C:26]([CH:27]([CH3:29])[CH3:28])=[CH2:30])=[CH:22][CH:21]=1)([CH3:18])[CH3:17])([CH3:15])([CH3:14])[CH3:13]. The catalyst class is: 48. (3) Reactant: [C:1]([O:5][C:6]([N:8]([CH2:21][CH:22]1[CH2:27][CH2:26][N:25]([C:28]2[S:29][CH:30]=[C:31]([C:33]([O:35]C)=[O:34])[N:32]=2)[CH2:24][CH:23]1[C:37]1[CH:42]=[CH:41][CH:40]=[CH:39][CH:38]=1)[C@@H:9]([C:11]1[C:20]2[C:15](=[CH:16][CH:17]=[CH:18][CH:19]=2)[CH:14]=[CH:13][CH:12]=1)[CH3:10])=[O:7])([CH3:4])([CH3:3])[CH3:2].C1COCC1.[OH-].[Na+].Cl. Product: [C:1]([O:5][C:6]([N:8]([CH2:21][CH:22]1[CH2:27][CH2:26][N:25]([C:28]2[S:29][CH:30]=[C:31]([C:33]([OH:35])=[O:34])[N:32]=2)[CH2:24][CH:23]1[C:37]1[CH:38]=[CH:39][CH:40]=[CH:41][CH:42]=1)[C@@H:9]([C:11]1[C:20]2[C:15](=[CH:16][CH:17]=[CH:18][CH:19]=2)[CH:14]=[CH:13][CH:12]=1)[CH3:10])=[O:7])([CH3:2])([CH3:3])[CH3:4]. The catalyst class is: 5. (4) Reactant: [OH-].[Na+].[CH2:3]([O:10][C:11]1[CH:16]=[C:15](/[CH:17]=[CH:18]/[C:19]([O:21]C)=[O:20])[CH:14]=[CH:13][C:12]=1[C:23]1[CH:28]=[CH:27][CH:26]=[C:25]([N:29]([CH3:40])[C:30]([NH:32][CH2:33][CH2:34][CH2:35][CH2:36][CH2:37][CH2:38][CH3:39])=[O:31])[CH:24]=1)[C:4]1[CH:9]=[CH:8][CH:7]=[CH:6][CH:5]=1. Product: [CH2:3]([O:10][C:11]1[CH:16]=[C:15](/[CH:17]=[CH:18]/[C:19]([OH:21])=[O:20])[CH:14]=[CH:13][C:12]=1[C:23]1[CH:28]=[CH:27][CH:26]=[C:25]([N:29]([CH3:40])[C:30]([NH:32][CH2:33][CH2:34][CH2:35][CH2:36][CH2:37][CH2:38][CH3:39])=[O:31])[CH:24]=1)[C:4]1[CH:9]=[CH:8][CH:7]=[CH:6][CH:5]=1. The catalyst class is: 83. (5) Reactant: [Cl:1][C:2]1[CH:10]=[CH:9][C:8]2[C:4](=[C:5]([NH:18][C:19]3[CH:24]=[CH:23][CH:22]=[C:21]([O:25][CH2:26][CH3:27])[CH:20]=3)[N:6]([C:11]3[CH:16]=[CH:15][C:14]([Cl:17])=[CH:13][CH:12]=3)[N:7]=2)[CH:3]=1.[CH:28]1([N:34]=[C:35]=[O:36])[CH2:33][CH2:32][CH2:31][CH2:30][CH2:29]1.CCN(CC)CC. Product: [Cl:1][C:2]1[CH:10]=[CH:9][C:8]2[C:4](=[C:5]([N:18]([C:19]3[CH:24]=[CH:23][CH:22]=[C:21]([O:25][CH2:26][CH3:27])[CH:20]=3)[C:35]([NH:34][CH:28]3[CH2:33][CH2:32][CH2:31][CH2:30][CH2:29]3)=[O:36])[N:6]([C:11]3[CH:16]=[CH:15][C:14]([Cl:17])=[CH:13][CH:12]=3)[N:7]=2)[CH:3]=1. The catalyst class is: 26. (6) Reactant: [Br:1]N1C(=O)CCC1=O.[F:9][C:10]1[C:11]([OH:18])=[C:12]([CH:15]=[CH:16][CH:17]=1)[C:13]#[N:14]. Product: [Br:1][C:16]1[CH:17]=[C:10]([F:9])[C:11]([OH:18])=[C:12]([CH:15]=1)[C:13]#[N:14]. The catalyst class is: 10.